This data is from Peptide-MHC class I binding affinity with 185,985 pairs from IEDB/IMGT. The task is: Regression. Given a peptide amino acid sequence and an MHC pseudo amino acid sequence, predict their binding affinity value. This is MHC class I binding data. The MHC is HLA-B57:01 with pseudo-sequence HLA-B57:01. The peptide sequence is RKCCRAKFKQLLQH. The binding affinity (normalized) is 0.